This data is from Experimentally validated miRNA-target interactions with 360,000+ pairs, plus equal number of negative samples. The task is: Binary Classification. Given a miRNA mature sequence and a target amino acid sequence, predict their likelihood of interaction. (1) The miRNA is mmu-miR-203-3p with sequence GUGAAAUGUUUAGGACCACUAG. The protein sequence of the target gene is MAKFRRRTCILLSLFILFIFSLMMGLKMLWPNAASFGPPFGLDLLPELHPLNAHSGNKADFQRSDRINMETNTKALKGAGMTVLPAKASEVNLEELPPLNYFLHAFYYSWYGNPQFDGKYIHWNHPVLEHWDPRIAKNYPQGQHSPPDDIGSSFYPELGSYSSRDPSVIETHMKQMRSASIGVLALSWYPPDSRDDNGEATDHLVPTILDKAHKYNLKVTFHIEPYSNRDDQNMHQNIKYIIDKYGNHPAFYRYKTRTGHSLPMFYVYDSYITKPTIWANLLTPSGSQSVRSSPYDGLFI.... Result: 0 (no interaction). (2) The miRNA is mmu-miR-344c-3p with sequence UGAUCUAGUCAAAGCCUGACAGU. The protein sequence of the target gene is MKGSRTITATPEGSPEAVDLSLIGLPPPMSQRPGSASATRSIFRSMSVATGSEPRKKALEATGPGGPRAINNLRRSNSTTQVNQSWTGSPRPAEPTDFLMLFEGSTSGRRRVASLSKASSEKEATWNVLDEQPRGLALPASAQSPSTLDSALGPRRKECPLAPSFTANNRSNKGAVGNCVTTMVHNHYASSKMVSPPKSSNQTAPSLNNIVKAAAREGGEGSDLGKPRKNLSSASQSARGTTGLLRRREVTEEEAERFIHQVNQAAVTIQRWYRCQVQRRRAGAAALEHLLASKREGQRQ.... Result: 0 (no interaction). (3) The miRNA is mmu-miR-410-5p with sequence AGGUUGUCUGUGAUGAGUUCG. The protein sequence of the target gene is MAMKAVCVLKGDGPVQGVIHFEQKASGEPVVVSGQITGLTEGEHGFHVHQYGDNTQGCTTAGPHFNPHSKKHGGPADEERHVGDLGNVAAGKDGVANVSIEDRVISLSGEHSIIGRTMVVHEKQDDLGKGGNEESTKTGNAGSRLACGVIGIAQ. Result: 0 (no interaction). (4) The miRNA is mmu-miR-6973a-3p with sequence CACUCUAACCCUACCUACCCAU. The protein sequence of the target gene is MRHNQMCCETPPTVTVYVKSGSNRSHQPKKPITLKRPICKDNWQAFEKNTHNNNKSKRPKGPCLVIQRQDMTAFFKLFDDDLIQDFLWMDCCCKIADKYLLAMTFVYFKRAKFTISEHTRINFFIALYLANTVEEDEEETKYEIFPWALGKNWRKLFPNFLKLRDQLWDRIDYRAIVSRRCCEEVMAIAPTHYIWQRERSVHHSGAVRNYNRDEVQLPRGPSATPVDCSLCGKKRRYVRLGLSSSSSLSSHTAGVTEKHSQDSYNSLSMDIIGDPSQAYTGSEVVNDHQSNKGKKTNFLK.... Result: 0 (no interaction). (5) The miRNA is hsa-miR-222-5p with sequence CUCAGUAGCCAGUGUAGAUCCU. The protein sequence of the target gene is MAFRGPEPWVSASLLRQRLKAEEKTLDLEFEVLSVGFNEAGRYALRLSAENPLQVGSGAGVQLQVNDGDPFPACSAITDVIEQQEPGQSLTLTRSKFIFTLPKGFCKNDGQHDAQLHVEALRLDEPLGRAAQRVGEAIFPIYPRPDQPRMNPKAQDHEDLYRYCGNLALLRASTDPTARHCGSLAYSVAFHVHRGPQPPVSDSPPRAGQPELMSPEEPLIASQSTEPEIGHLSPSKKETIMVTLHGATNLPACKDGSEPWPYVVVKSTSEEKNNQSSKAVTSVTSEPTRAPIWGDTVNVE.... Result: 0 (no interaction).